Dataset: Forward reaction prediction with 1.9M reactions from USPTO patents (1976-2016). Task: Predict the product of the given reaction. Given the reactants Cl.[NH2:2][C@@H:3]([C:5]1[CH:13]=[CH:12][C:8]([C:9]([OH:11])=O)=CC=1)[CH3:4].[C:14]([N:18]=[C:19]=[O:20])([CH3:17])([CH3:16])[CH3:15].C(N(CC)CC)C.CN(C([O:35][N:36]1N=NC2C=CC=NC1=2)=[N+](C)C)C.F[P-](F)(F)(F)(F)F.[Si](ON)(C(C)(C)C)(C)C.C[S:62](C)=O, predict the reaction product. The product is: [C:14]([NH:18][C:19]([NH:2][C@@H:3]([C:5]1[S:62][C:8]([C:9]([NH:36][OH:35])=[O:11])=[CH:12][CH:13]=1)[CH3:4])=[O:20])([CH3:17])([CH3:16])[CH3:15].